This data is from Forward reaction prediction with 1.9M reactions from USPTO patents (1976-2016). The task is: Predict the product of the given reaction. (1) Given the reactants [CH3:1][C:2]1([CH3:10])[CH:6]([C:7]#[CH:8])[O:5][C:4](=[O:9])[NH:3]1.[Cl:11][C:12]1[C:21]2[C:16](=[CH:17][CH:18]=[C:19](I)[CH:20]=2)[N:15]=[CH:14][N:13]=1.C(NC(C)C)(C)C, predict the reaction product. The product is: [Cl:11][C:12]1[C:21]2[C:16](=[CH:17][CH:18]=[C:19]([C:8]#[C:7][CH:6]3[O:5][C:4](=[O:9])[NH:3][C:2]3([CH3:10])[CH3:1])[CH:20]=2)[N:15]=[CH:14][N:13]=1. (2) Given the reactants [N+:1]([C:4]1[CH:9]=[CH:8][CH:7]=[C:6]([CH2:10][S:11]([CH:14]([CH3:16])[CH3:15])(=[O:13])=[O:12])[CH:5]=1)([O-])=O.O.C(Cl)Cl.[C:21](O)(=[O:23])[CH3:22], predict the reaction product. The product is: [CH3:15][CH:14]([S:11]([CH2:10][C:6]1[CH:5]=[C:4]([NH:1][C:21](=[O:23])[CH3:22])[CH:9]=[CH:8][CH:7]=1)(=[O:13])=[O:12])[CH3:16]. (3) The product is: [CH2:1]([O:8][C:9](=[O:10])[NH:11][CH2:12][CH2:13][C:14]([NH:17][CH2:18][C@@H:19]([NH:31][C:32]([O:34][C:35]([CH3:38])([CH3:37])[CH3:36])=[O:33])[CH2:20][CH2:21][CH2:22][NH:23][C:24]([O:25][C:26]([CH3:28])([CH3:29])[CH3:27])=[O:30])=[O:16])[C:2]1[CH:3]=[CH:4][CH:5]=[CH:6][CH:7]=1. Given the reactants [CH2:1]([O:8][C:9]([NH:11][CH2:12][CH2:13][C:14]([OH:16])=O)=[O:10])[C:2]1[CH:7]=[CH:6][CH:5]=[CH:4][CH:3]=1.[NH2:17][CH2:18][C@@H:19]([NH:31][C:32]([O:34][C:35]([CH3:38])([CH3:37])[CH3:36])=[O:33])[CH2:20][CH2:21][CH2:22][NH:23][C:24](=[O:30])[O:25][C:26]([CH3:29])([CH3:28])[CH3:27].C(Cl)CCl.C1C=CC2N(O)N=NC=2C=1, predict the reaction product. (4) Given the reactants [C:1]([O:6][CH3:7])(=[O:5])[C:2]([CH3:4])=[CH2:3].[C:8]([O:13][CH2:14][CH2:15][CH2:16][CH2:17][CH2:18][CH2:19][CH2:20][CH2:21][CH2:22][CH2:23][CH2:24][CH3:25])(=[O:12])[C:9]([CH3:11])=[CH2:10].C(OS(C1C=CC=CC=1)(=O)=O)CCCCCCCCCCC.[Na], predict the reaction product. The product is: [C:1]([O:6][CH3:7])(=[O:5])[C:2]([CH3:4])=[CH2:3].[C:8]([O:13][CH2:14][CH2:15][CH2:16][CH2:17][CH2:18][CH2:19][CH2:20][CH2:21][CH2:22][CH2:23][CH2:24][CH3:25])(=[O:12])[C:9]([CH3:11])=[CH2:10]. (5) Given the reactants [CH3:1][N:2]([CH3:10])[C:3]1[CH:4]=[C:5]([OH:9])[CH:6]=[CH:7][CH:8]=1.Cl[C:12]1[N:13]=[C:14]([OH:22])[C:15]2[CH:21]=[CH:20][N:19]=[CH:18][C:16]=2[N:17]=1, predict the reaction product. The product is: [CH3:1][N:2]([CH3:10])[C:3]1[CH:4]=[C:5]([CH:6]=[CH:7][CH:8]=1)[O:9][C:12]1[N:13]=[C:14]([OH:22])[C:15]2[CH:21]=[CH:20][N:19]=[CH:18][C:16]=2[N:17]=1. (6) Given the reactants [Cl:1][C:2]1[C:3]([C:14]2[C:22]3[C:17](=[CH:18][CH:19]=[CH:20][CH:21]=3)[N:16]([S:23]([C:26]3[CH:31]=[CH:30][CH:29]=[CH:28][CH:27]=3)(=[O:25])=[O:24])[CH:15]=2)=[N:4][C:5]([NH:8][C@@H:9]2[CH2:13][CH2:12][NH:11][CH2:10]2)=[N:6][CH:7]=1.[N+:32]([C:35]1[CH:40]=[CH:39][C:38]([S:41](Cl)(=[O:43])=[O:42])=[CH:37][CH:36]=1)([O-:34])=[O:33], predict the reaction product. The product is: [Cl:1][C:2]1[C:3]([C:14]2[C:22]3[C:17](=[CH:18][CH:19]=[CH:20][CH:21]=3)[N:16]([S:23]([C:26]3[CH:31]=[CH:30][CH:29]=[CH:28][CH:27]=3)(=[O:25])=[O:24])[CH:15]=2)=[N:4][C:5]([NH:8][C@@H:9]2[CH2:13][CH2:12][N:11]([S:41]([C:38]3[CH:37]=[CH:36][C:35]([N+:32]([O-:34])=[O:33])=[CH:40][CH:39]=3)(=[O:42])=[O:43])[CH2:10]2)=[N:6][CH:7]=1. (7) Given the reactants C(OP([CH2:9][C:10]([N:12]1[CH2:17][CH2:16][N:15]([C:18]2[C:27]3[C:22](=[CH:23][CH:24]=[CH:25][CH:26]=3)[N:21]=[CH:20][CH:19]=2)[CH2:14][CH2:13]1)=[O:11])(OCC)=O)C.[H-].[Na+].[Cl:30][C:31]([F:35])([F:34])[CH:32]=O.[OH-].[Na+], predict the reaction product. The product is: [Cl:30][C:31]([F:35])([F:34])/[CH:32]=[CH:9]/[C:10]([N:12]1[CH2:13][CH2:14][N:15]([C:18]2[C:27]3[C:22](=[CH:23][CH:24]=[CH:25][CH:26]=3)[N:21]=[CH:20][CH:19]=2)[CH2:16][CH2:17]1)=[O:11].[Cl:30][C:31]([F:35])([F:34])/[CH:32]=[CH:9]\[C:10]([N:12]1[CH2:13][CH2:14][N:15]([C:18]2[C:27]3[C:22](=[CH:23][CH:24]=[CH:25][CH:26]=3)[N:21]=[CH:20][CH:19]=2)[CH2:16][CH2:17]1)=[O:11]. (8) Given the reactants [Li+].C[Si]([N-][Si](C)(C)C)(C)C.Cl.[NH2:12][C@:13]1([CH2:25][OH:26])[CH2:17][CH2:16][C@H:15]([C:18]2[CH:23]=[CH:22][C:21](Br)=[CH:20][CH:19]=2)[CH2:14]1.C(N/N=[CH:33]/[CH2:34][CH2:35][CH2:36][CH2:37][C:38]1[CH:43]=[CH:42][CH:41]=[CH:40][CH:39]=1)(C)(C)C.Cl.C([O-])([O-])=[O:46].[K+].[K+], predict the reaction product. The product is: [NH2:12][C@:13]1([CH2:25][OH:26])[CH2:17][CH2:16][C@H:15]([C:18]2[CH:23]=[CH:22][C:21]([C:33](=[O:46])[CH2:34][CH2:35][CH2:36][CH2:37][C:38]3[CH:43]=[CH:42][CH:41]=[CH:40][CH:39]=3)=[CH:20][CH:19]=2)[CH2:14]1. (9) Given the reactants [Cl-].[Cl-].[CH3:3][S:4]([NH2+:7][C:8]1[CH:13]=[CH:12][CH:11]=[CH:10][C:9]=1[CH:14]1[O:18][N:17]=[C:16]([C:19]2[N:20]=[C:21]([CH:24]3[CH2:29][CH2:28][NH2+:27][CH2:26][CH2:25]3)[S:22][CH:23]=2)[CH2:15]1)(=[O:6])=[O:5].[CH3:30][C:31]1[N:35]([CH2:36][C:37](O)=[O:38])[N:34]=[C:33]([C:40]([F:43])([F:42])[F:41])[CH:32]=1.C(N(CC)CC)C.F[P-](F)(F)(F)(F)F.Br[P+](N1CCCC1)(N1CCCC1)N1CCCC1, predict the reaction product. The product is: [CH3:30][C:31]1[N:35]([CH2:36][C:37]([N:27]2[CH2:28][CH2:29][CH:24]([C:21]3[S:22][CH:23]=[C:19]([C:16]4[CH2:15][CH:14]([C:9]5[CH:10]=[CH:11][CH:12]=[CH:13][C:8]=5[NH:7][S:4]([CH3:3])(=[O:5])=[O:6])[O:18][N:17]=4)[N:20]=3)[CH2:25][CH2:26]2)=[O:38])[N:34]=[C:33]([C:40]([F:42])([F:41])[F:43])[CH:32]=1.